From a dataset of Peptide-MHC class I binding affinity with 185,985 pairs from IEDB/IMGT. Regression. Given a peptide amino acid sequence and an MHC pseudo amino acid sequence, predict their binding affinity value. This is MHC class I binding data. (1) The peptide sequence is HTYHLENDKI. The MHC is HLA-A02:03 with pseudo-sequence HLA-A02:03. The binding affinity (normalized) is 0.120. (2) The peptide sequence is KFRRFTQAI. The MHC is HLA-B39:01 with pseudo-sequence HLA-B39:01. The binding affinity (normalized) is 0.0847. (3) The peptide sequence is KVIKLVKSLV. The MHC is HLA-A02:03 with pseudo-sequence HLA-A02:03. The binding affinity (normalized) is 0.121. (4) The MHC is HLA-A33:01 with pseudo-sequence HLA-A33:01. The peptide sequence is SCMGLIYNR. The binding affinity (normalized) is 0.692. (5) The binding affinity (normalized) is 0.501. The peptide sequence is WLYYNQDVQR. The MHC is HLA-A31:01 with pseudo-sequence HLA-A31:01. (6) The peptide sequence is LETLILLRAFT. The MHC is HLA-B44:03 with pseudo-sequence YYTKYREISTNTYENTAYIRYDDYTWAVLAYLSY. The binding affinity (normalized) is 0.303.